The task is: Predict the reactants needed to synthesize the given product.. This data is from Full USPTO retrosynthesis dataset with 1.9M reactions from patents (1976-2016). (1) Given the product [Cl:1][C:2]1[CH:3]=[C:4]([C:16]([NH:18][C@H:19]([C:21]2[CH:29]=[CH:28][C:24]([C:25]([OH:27])=[O:26])=[CH:23][CH:22]=2)[CH3:20])=[O:17])[C:5]([O:38][C:32]2[CH:33]=[CH:34][CH:35]=[C:36]([CH3:37])[C:31]=2[CH3:30])=[N:6][CH:7]=1, predict the reactants needed to synthesize it. The reactants are: [Cl:1][C:2]1[CH:3]=[C:4]([C:16]([NH:18][C@H:19]([C:21]2[CH:29]=[CH:28][C:24]([C:25]([OH:27])=[O:26])=[CH:23][CH:22]=2)[CH3:20])=[O:17])[C:5](OC2C=CC=C(F)C=2)=[N:6][CH:7]=1.[CH3:30][C:31]1[C:36]([CH3:37])=[CH:35][CH:34]=[CH:33][C:32]=1[OH:38]. (2) Given the product [C:55]([N:1]1[CH2:2][CH2:3][N:4]([C:5]2[N:10]=[CH:9][C:8]([N:11]([CH3:31])[C:12](=[O:30])[C:13]([C:16]3[CH:17]=[C:18]([C:26]([F:27])([F:28])[F:29])[CH:19]=[C:20]([C:22]([F:24])([F:25])[F:23])[CH:21]=3)([CH3:15])[CH3:14])=[C:7]([C:32]3[CH:37]=[CH:36][C:35]([F:38])=[CH:34][C:33]=3[CH3:39])[CH:6]=2)[CH2:48]1)(=[O:57])[CH3:56], predict the reactants needed to synthesize it. The reactants are: [NH2:1][CH2:2][CH2:3][NH:4][C:5]1[N:10]=[CH:9][C:8]([N:11]([CH3:31])[C:12](=[O:30])[C:13]([C:16]2[CH:21]=[C:20]([C:22]([F:25])([F:24])[F:23])[CH:19]=[C:18]([C:26]([F:29])([F:28])[F:27])[CH:17]=2)([CH3:15])[CH3:14])=[C:7]([C:32]2[CH:37]=[CH:36][C:35]([F:38])=[CH:34][C:33]=2[CH3:39])[CH:6]=1.C=O.S([O-])([O-])(=O)=O.[Mg+2].[CH2:48](N(CC)CC)C.[C:55](Cl)(=[O:57])[CH3:56]. (3) Given the product [OH:23][C:20]([C:17]1[CH:18]=[CH:19][C:14]([C:13]([NH:12][C:4]2[CH:3]=[C:2]([N:38]3[CH2:39][CH2:40][CH2:41][C@@H:36]([C:34]([NH:33][CH3:32])=[O:35])[CH2:37]3)[N:7]3[N:8]=[CH:9][CH:10]=[C:6]3[N:5]=2)=[O:24])=[CH:15][CH:16]=1)([CH3:21])[CH3:22], predict the reactants needed to synthesize it. The reactants are: Cl[C:2]1[N:7]2[N:8]=[C:9](C)[CH:10]=[C:6]2[N:5]=[C:4]([NH:12][C:13](=[O:24])[C:14]2[CH:19]=[CH:18][C:17]([C:20]([OH:23])([CH3:22])[CH3:21])=[CH:16][CH:15]=2)[CH:3]=1.FC(F)(F)C(O)=O.[CH3:32][NH:33][C:34]([C@@H:36]1[CH2:41][CH2:40][CH2:39][NH:38][CH2:37]1)=[O:35].C(N(C(C)C)CC)(C)C. (4) Given the product [C:1]12([NH:11][C:12]([NH2:14])=[S:13])[CH2:10][CH:5]3[CH2:6][CH:7]([CH2:9][CH:3]([CH2:4]3)[CH2:2]1)[CH2:8]2, predict the reactants needed to synthesize it. The reactants are: [C:1]12([N:11]=[C:12]=[S:13])[CH2:10][CH:5]3[CH2:6][CH:7]([CH2:9][CH:3]([CH2:4]3)[CH2:2]1)[CH2:8]2.[NH3:14]. (5) Given the product [O:28]1[CH:29]=[CH:30][CH:31]=[C:27]1[C:25]1[CH:24]=[CH:23][C:15]([C:16]([O:18][C:19]([CH3:22])([CH3:21])[CH3:20])=[O:17])=[C:14]([NH:13][C:11](=[O:12])[C:10]2[CH:32]=[C:33]([N:36]3[CH2:41][CH2:40][O:39][CH2:38][CH2:37]3)[CH:34]=[CH:35][C:9]=2[OH:8])[CH:26]=1, predict the reactants needed to synthesize it. The reactants are: C([O:8][C:9]1[CH:35]=[CH:34][C:33]([N:36]2[CH2:41][CH2:40][O:39][CH2:38][CH2:37]2)=[CH:32][C:10]=1[C:11]([NH:13][C:14]1[CH:26]=[C:25]([C:27]2[O:28][CH:29]=[CH:30][CH:31]=2)[CH:24]=[CH:23][C:15]=1[C:16]([O:18][C:19]([CH3:22])([CH3:21])[CH3:20])=[O:17])=[O:12])C1C=CC=CC=1.C(Cl)(Cl)Cl. (6) Given the product [NH2:8][C:9]1[CH:21]=[CH:20][C:12]2[N:13]([CH3:19])[CH2:14][CH2:15][NH:16][C:17](=[O:18])[C:11]=2[CH:10]=1.[Cl:36][C:5]1[N:4]=[C:3]([NH:22][C:23]2[CH:32]=[CH:31][CH:30]=[CH:29][C:24]=2[C:25]([NH:27][CH3:28])=[O:26])[C:2]([Cl:1])=[CH:7][N:6]=1.[Cl:1][C:2]1[C:3]([NH:22][C:23]2[CH:32]=[CH:31][CH:30]=[CH:29][C:24]=2[C:25]([NH:27][CH3:28])=[O:26])=[N:4][C:5]([NH:8][C:9]2[CH:21]=[CH:20][C:12]3[N:13]([CH3:19])[CH2:14][CH2:15][NH:16][C:17](=[O:18])[C:11]=3[CH:10]=2)=[N:6][CH:7]=1, predict the reactants needed to synthesize it. The reactants are: [Cl:1][C:2]1[C:3]([NH:22][C:23]2[CH:32]=[CH:31][CH:30]=[CH:29][C:24]=2[C:25]([NH:27][CH3:28])=[O:26])=[N:4][C:5]([NH:8][C:9]2[CH:21]=[CH:20][C:12]3[N:13]([CH3:19])[CH2:14][CH2:15][NH:16][C:17](=[O:18])[C:11]=3[CH:10]=2)=[N:6][CH:7]=1.CO.C(Cl)[Cl:36]. (7) The reactants are: [Cl:1][CH2:2][C:3]1[CH:8]=[CH:7][C:6]([CH2:9]Cl)=[CH:5][CH:4]=1.[Cl:11][SiH:12]([Cl:14])[Cl:13]. Given the product [Cl:1][CH2:2][C:3]1[CH:8]=[CH:7][C:6]([CH2:9][Si:12]([Cl:14])([Cl:13])[Cl:11])=[CH:5][CH:4]=1.[Cl:11][Si:12]([CH2:2][C:3]1[CH:8]=[CH:7][C:6]([CH2:9][Si:12]([Cl:14])([Cl:13])[Cl:11])=[CH:5][CH:4]=1)([Cl:14])[Cl:13], predict the reactants needed to synthesize it. (8) Given the product [Cl:22][C:23]1[CH:31]=[CH:30][C:26]([C:27]([NH:45][CH2:46][CH:47]2[CH2:52][CH2:51][N:50]([C:53]([O:55][C:56]([CH3:59])([CH3:58])[CH3:57])=[O:54])[CH2:49][CH2:48]2)=[O:29])=[CH:25][C:24]=1[O:32][CH3:33], predict the reactants needed to synthesize it. The reactants are: Cl.C(N=C=NCCCN(C)C)C.C(N(C(C)C)CC)(C)C.[Cl:22][C:23]1[CH:31]=[CH:30][C:26]([C:27]([OH:29])=O)=[CH:25][C:24]=1[O:32][CH3:33].O.ON1C2C=CC=CC=2N=N1.[NH2:45][CH2:46][CH:47]1[CH2:52][CH2:51][N:50]([C:53]([O:55][C:56]([CH3:59])([CH3:58])[CH3:57])=[O:54])[CH2:49][CH2:48]1.